From a dataset of Catalyst prediction with 721,799 reactions and 888 catalyst types from USPTO. Predict which catalyst facilitates the given reaction. (1) Reactant: [Br:1][C:2]1[CH:3]=[C:4]2[C:8](=[CH:9][CH:10]=1)[C:7](=[O:11])[O:6][CH:5]2[C:12]1[CH:17]=[CH:16][CH:15]=[CH:14][CH:13]=1.II.Cl. Product: [CH2:5]([C:4]1[CH:3]=[C:2]([Br:1])[CH:10]=[CH:9][C:8]=1[C:7]([OH:11])=[O:6])[C:12]1[CH:13]=[CH:14][CH:15]=[CH:16][CH:17]=1. The catalyst class is: 15. (2) Reactant: Br[C:2]1[C:3]([N:19]2[CH:23]=[CH:22][C:21]([C:24]([F:27])([F:26])[F:25])=[N:20]2)=[N:4][C:5]([NH:8][C:9]2[CH:14]=[C:13]([O:15][CH3:16])[CH:12]=[C:11]([O:17][CH3:18])[CH:10]=2)=[N:6][CH:7]=1.[O:28]=[S:29]1(=[O:42])[C:33]2[CH:34]=[CH:35][C:36](B(O)O)=[CH:37][C:32]=2[C:31](=[O:41])[NH:30]1.C(Cl)Cl.C(=O)([O-])[O-].[Na+].[Na+]. Product: [CH3:18][O:17][C:11]1[CH:10]=[C:9]([NH:8][C:5]2[N:4]=[C:3]([N:19]3[CH:23]=[CH:22][C:21]([C:24]([F:27])([F:26])[F:25])=[N:20]3)[C:2]([C:36]3[CH:35]=[CH:34][C:33]4[S:29](=[O:42])(=[O:28])[NH:30][C:31](=[O:41])[C:32]=4[CH:37]=3)=[CH:7][N:6]=2)[CH:14]=[C:13]([O:15][CH3:16])[CH:12]=1. The catalyst class is: 647. (3) Product: [F:42][C:2]1([F:1])[O:6][C:5]2[CH:7]=[CH:8][C:9]([C:11]3([C:14]([NH:16][C@H:17]4[C:26]5[C:21](=[CH:22][C:23]([O:27][CH2:28][CH2:29][O:30][CH3:31])=[CH:24][CH:25]=5)[O:20][C@@H:19]([C:32]5[CH:33]=[C:34]([CH:39]=[CH:40][CH:41]=5)[C:35]([OH:37])=[O:36])[CH2:18]4)=[O:15])[CH2:13][CH2:12]3)=[CH:10][C:4]=2[O:3]1. The catalyst class is: 24. Reactant: [F:1][C:2]1([F:42])[O:6][C:5]2[CH:7]=[CH:8][C:9]([C:11]3([C:14]([NH:16][C@H:17]4[C:26]5[C:21](=[CH:22][C:23]([O:27][CH2:28][CH2:29][O:30][CH3:31])=[CH:24][CH:25]=5)[O:20][C@@H:19]([C:32]5[CH:33]=[C:34]([CH:39]=[CH:40][CH:41]=5)[C:35]([O:37]C)=[O:36])[CH2:18]4)=[O:15])[CH2:13][CH2:12]3)=[CH:10][C:4]=2[O:3]1.[OH-].[Li+]. (4) Reactant: [Cl:1][C:2]1[C:7]([N:8]2[CH2:13][CH2:12][CH:11]([C:14]3[CH:19]=[CH:18][CH:17]=[C:16]([Cl:20])[C:15]=3[Cl:21])[CH2:10][CH2:9]2)=[CH:6][N:5]=[N:4][C:3]=1[NH:22][NH:23][C:24](=O)[CH2:25][CH:26]1[CH2:28][CH2:27]1.P(Cl)(Cl)(Cl)=O. Product: [Cl:1][C:2]1[C:3]2[N:4]([C:24]([CH2:25][CH:26]3[CH2:28][CH2:27]3)=[N:23][N:22]=2)[N:5]=[CH:6][C:7]=1[N:8]1[CH2:13][CH2:12][CH:11]([C:14]2[CH:19]=[CH:18][CH:17]=[C:16]([Cl:20])[C:15]=2[Cl:21])[CH2:10][CH2:9]1. The catalyst class is: 10.